From a dataset of Full USPTO retrosynthesis dataset with 1.9M reactions from patents (1976-2016). Predict the reactants needed to synthesize the given product. (1) Given the product [CH2:9]([NH:11][CH2:7][C:3]1[CH:2]=[N:1][CH:6]=[CH:5][CH:4]=1)[CH3:10], predict the reactants needed to synthesize it. The reactants are: [N:1]1[CH:6]=[CH:5][CH:4]=[C:3]([CH:7]=O)[CH:2]=1.[CH2:9]([NH2:11])[CH3:10]. (2) Given the product [Cl:1][C:2]1[CH:7]=[C:6]([NH:13][C:14]2[CH:19]=[CH:18][CH:17]=[CH:16][C:15]=2[S:20]([NH:23][CH3:24])(=[O:22])=[O:21])[C:5]([C:9]([F:12])([F:11])[F:10])=[CH:4][N:3]=1, predict the reactants needed to synthesize it. The reactants are: [Cl:1][C:2]1[CH:7]=[C:6](I)[C:5]([C:9]([F:12])([F:11])[F:10])=[CH:4][N:3]=1.[NH2:13][C:14]1[CH:19]=[CH:18][CH:17]=[CH:16][C:15]=1[S:20]([NH:23][CH3:24])(=[O:22])=[O:21].CC1(C)C2C(=C(P(C3C=CC=CC=3)C3C=CC=CC=3)C=CC=2)OC2C(P(C3C=CC=CC=3)C3C=CC=CC=3)=CC=CC1=2.C(=O)([O-])[O-].[Cs+].[Cs+]. (3) Given the product [CH3:23][C:18]1[N:17]=[CH:16][N:15]=[C:14]([CH2:13][C:12]2[N:8]([C:3]3[N:4]=[CH:5][CH:6]=[CH:7][C:2]=3[C:24]#[N:25])[N:9]=[CH:10][CH:11]=2)[C:19]=1[CH2:20][CH2:21][CH3:22], predict the reactants needed to synthesize it. The reactants are: Cl[C:2]1[C:3]([N:8]2[C:12]([CH2:13][C:14]3[C:19]([CH2:20][CH2:21][CH3:22])=[C:18]([CH3:23])[N:17]=[CH:16][N:15]=3)=[CH:11][CH:10]=[N:9]2)=[N:4][CH:5]=[CH:6][CH:7]=1.[CH3:24][N:25](C=O)C. (4) Given the product [F:28][C:29]([F:39])([F:40])[O:30][C:31]1[CH:32]=[C:33]([CH:36]=[CH:37][CH:38]=1)[CH2:34][NH:35][C:13]([C:10]1[S:11][CH:12]=[C:8]([C:5]2[CH:4]=[CH:3][C:2]([Cl:1])=[CH:7][CH:6]=2)[N:9]=1)=[O:15], predict the reactants needed to synthesize it. The reactants are: [Cl:1][C:2]1[CH:7]=[CH:6][C:5]([C:8]2[N:9]=[C:10]([C:13]([OH:15])=O)[S:11][CH:12]=2)=[CH:4][CH:3]=1.C1N=CN(C(N2C=NC=C2)=O)C=1.[F:28][C:29]([F:40])([F:39])[O:30][C:31]1[CH:32]=[C:33]([CH:36]=[CH:37][CH:38]=1)[CH2:34][NH2:35].